Dataset: Forward reaction prediction with 1.9M reactions from USPTO patents (1976-2016). Task: Predict the product of the given reaction. (1) The product is: [Cl:8][C:5]1[C:4]([S:9]([N:12]([CH2:14][CH2:15][N:16]([CH2:19][CH3:20])[CH2:17][CH3:18])[CH3:13])(=[O:11])=[O:10])=[C:3]([OH:21])[C:2]([NH:1][C:26]2[C:25](=[O:28])[C:24](=[O:29])[C:23]=2[Cl:22])=[CH:7][CH:6]=1. Given the reactants [NH2:1][C:2]1[C:3]([OH:21])=[C:4]([S:9]([N:12]([CH2:14][CH2:15][N:16]([CH2:19][CH3:20])[CH2:17][CH3:18])[CH3:13])(=[O:11])=[O:10])[C:5]([Cl:8])=[CH:6][CH:7]=1.[Cl:22][C:23]1[C:24](=[O:29])[C:25](=[O:28])[C:26]=1Cl, predict the reaction product. (2) Given the reactants [H-].[Na+].[I-].C[S+](C)(C)=O.[C:9]1(/[CH:15]=[CH:16]/[C:17]([O:19][CH2:20][CH3:21])=[O:18])[CH:14]=[CH:13][CH:12]=[CH:11][CH:10]=1.[CH3:22]S(C)=O.C1COCC1, predict the reaction product. The product is: [CH2:20]([O:19][C:17]([C@@H:16]1[CH2:22][C@H:15]1[C:9]1[CH:14]=[CH:13][CH:12]=[CH:11][CH:10]=1)=[O:18])[CH3:21]. (3) Given the reactants C[O:2][C:3](=[O:42])[CH2:4][N:5]([S:29]([N:32]([CH2:40][CH3:41])[C:33]1[CH:34]=[C:35]([CH3:39])[CH:36]=[CH:37][CH:38]=1)(=[O:31])=[O:30])[CH2:6][C:7]1[CH:12]=[CH:11][C:10]([O:13][CH2:14][CH2:15][C:16]2[N:17]=[C:18]([C:22]3[CH:27]=[CH:26][C:25]([CH3:28])=[CH:24][CH:23]=3)[O:19][C:20]=2[CH3:21])=[CH:9][CH:8]=1.O.[OH-].[Li+], predict the reaction product. The product is: [CH2:40]([N:32]([S:29]([N:5]([CH2:4][C:3]([OH:42])=[O:2])[CH2:6][C:7]1[CH:8]=[CH:9][C:10]([O:13][CH2:14][CH2:15][C:16]2[N:17]=[C:18]([C:22]3[CH:27]=[CH:26][C:25]([CH3:28])=[CH:24][CH:23]=3)[O:19][C:20]=2[CH3:21])=[CH:11][CH:12]=1)(=[O:31])=[O:30])[C:33]1[CH:34]=[C:35]([CH3:39])[CH:36]=[CH:37][CH:38]=1)[CH3:41]. (4) Given the reactants [S:1]1[C:5]2[O:6][C:7]3[CH:15]=[CH:14][CH:13]=[CH:12][C:8]=3[NH:9][C:10](=[O:11])[C:4]=2[CH:3]=[CH:2]1.ClCCCl.[C:20](Cl)(=[O:22])[CH3:21].[Cl-].[Al+3].[Cl-].[Cl-], predict the reaction product. The product is: [C:20]([C:2]1[S:1][C:5]2[O:6][C:7]3[CH:15]=[CH:14][CH:13]=[CH:12][C:8]=3[NH:9][C:10](=[O:11])[C:4]=2[CH:3]=1)(=[O:22])[CH3:21].